From a dataset of Full USPTO retrosynthesis dataset with 1.9M reactions from patents (1976-2016). Predict the reactants needed to synthesize the given product. (1) Given the product [Cl:1][C:2]1[CH:7]=[CH:6][CH:5]=[CH:4][C:3]=1[NH:8][C:9]1[N:10]=[C:11]([C:17]2[CH:18]=[CH:19][C:20]3[O:24][CH2:23][CH2:22][C:21]=3[CH:25]=2)[S:12][C:13]=1[C:14]([NH2:27])=[O:15], predict the reactants needed to synthesize it. The reactants are: [Cl:1][C:2]1[CH:7]=[CH:6][CH:5]=[CH:4][C:3]=1[NH:8][C:9]1[N:10]=[C:11]([C:17]2[CH:18]=[CH:19][C:20]3[O:24][CH2:23][CH2:22][C:21]=3[CH:25]=2)[S:12][C:13]=1[C:14](O)=[O:15].C[N:27](C(ON1N=NC2C=CC=CC1=2)=[N+](C)C)C.F[P-](F)(F)(F)(F)F. (2) Given the product [F:33][C:34]1[CH:35]=[C:36]([N:40]2[C:8]([CH2:5][C:4]([OH:3])=[O:22])=[CH:7][CH:6]=[N:41]2)[CH:37]=[CH:38][CH:39]=1, predict the reactants needed to synthesize it. The reactants are: C([O:3][CH2:4][CH3:5])=C.[C:6](Cl)(=O)[CH2:7][C:8](Cl)=O.Cl.C(N(CC)CC)C.C(OCC)(OCC)[O:22]CC.Cl.Cl.[F:33][C:34]1[CH:35]=[C:36]([NH:40][NH2:41])[CH:37]=[CH:38][CH:39]=1. (3) Given the product [F:1][C:2]1[CH:7]=[CH:6][C:5]([C:8]2[C:16]3[C:11](=[CH:12][CH:13]=[C:14]([NH:17][S:18]([C:21]4[CH:26]=[CH:25][CH:24]=[CH:23][C:22]=4[S:52]([CH3:51])(=[O:54])=[O:53])(=[O:20])=[O:19])[CH:15]=3)[NH:10][N:9]=2)=[CH:4][CH:3]=1, predict the reactants needed to synthesize it. The reactants are: [F:1][C:2]1[CH:7]=[CH:6][C:5]([C:8]2[C:16]3[C:11](=[CH:12][CH:13]=[C:14]([NH:17][S:18]([C:21]4[CH:26]=[CH:25][CH:24]=[CH:23][C:22]=4C)(=[O:20])=[O:19])[CH:15]=3)[NH:10][N:9]=2)=[CH:4][CH:3]=1.NC1C=C2C(=CC=1)NN=C2C1C=CC(F)=CC=1.N1C=CC=CC=1.[CH3:51][S:52](C1C=CC=C[C:51]=1[S:52](Cl)(=[O:54])=[O:53])(=[O:54])=[O:53]. (4) Given the product [O:4]1[CH2:5][CH2:6][N:1]([CH:7]=[C:8]([CH3:10])[CH3:9])[CH2:2][CH2:3]1, predict the reactants needed to synthesize it. The reactants are: [NH:1]1[CH2:6][CH2:5][O:4][CH2:3][CH2:2]1.[CH:7](=O)[CH:8]([CH3:10])[CH3:9]. (5) Given the product [CH3:1][Si:2]([CH3:17])([CH3:18])[C:3]1[CH:11]=[C:10]2[C:6]([CH:7]=[C:8]([C:12]([O:14][CH2:15][CH3:16])=[O:13])[N:9]2[CH2:20][C:21]2[S:22][CH:23]=[CH:24][N:25]=2)=[CH:5][CH:4]=1, predict the reactants needed to synthesize it. The reactants are: [CH3:1][Si:2]([CH3:18])([CH3:17])[C:3]1[CH:11]=[C:10]2[C:6]([CH:7]=[C:8]([C:12]([O:14][CH2:15][CH3:16])=[O:13])[NH:9]2)=[CH:5][CH:4]=1.Cl[CH2:20][C:21]1[S:22][CH:23]=[CH:24][N:25]=1.[H-].[Na+]. (6) Given the product [C:1]([O:5][C:20]([NH:19][C:15]1([C:14]([O:9][C:7]([CH3:10])([CH3:8])[CH3:6])=[O:26])[CH2:16][CH:17]=[CH:12][CH2:18]1)=[O:21])([CH3:4])([CH3:3])[CH3:2], predict the reactants needed to synthesize it. The reactants are: [C:1]([OH:5])([CH3:4])([CH3:3])[CH3:2].[CH3:6][C:7]([CH3:10])([O-:9])[CH3:8].[K+].[C:12]1([CH3:18])[CH:17]=[CH:16][CH:15]=[CH:14]C=1.[N-:19]=[C:20]=[O:21].CC([O:26]C)(C)C. (7) Given the product [CH:36]1([NH:39][CH2:1][C:3]2[CH:4]=[CH:5][C:6]([CH3:35])=[C:7]([NH:9][C:10](=[O:34])[C:11]3[CH:16]=[CH:15][C:14]([NH:17][C:18]4[N:27]=[C:26]([C:28]5[CH:29]=[CH:30][CH:31]=[CH:32][CH:33]=5)[C:25]5[C:20](=[CH:21][CH:22]=[CH:23][CH:24]=5)[N:19]=4)=[CH:13][CH:12]=3)[CH:8]=2)[CH2:38][CH2:37]1, predict the reactants needed to synthesize it. The reactants are: [CH:1]([C:3]1[CH:4]=[CH:5][C:6]([CH3:35])=[C:7]([NH:9][C:10](=[O:34])[C:11]2[CH:16]=[CH:15][C:14]([NH:17][C:18]3[N:27]=[C:26]([C:28]4[CH:33]=[CH:32][CH:31]=[CH:30][CH:29]=4)[C:25]4[C:20](=[CH:21][CH:22]=[CH:23][CH:24]=4)[N:19]=3)=[CH:13][CH:12]=2)[CH:8]=1)=O.[CH:36]1([NH2:39])[CH2:38][CH2:37]1.C(O[BH-](OC(=O)C)OC(=O)C)(=O)C.[Na+]. (8) Given the product [NH2:8][C:7]1[C:6]2[CH:9]=[C:2]([Cl:1])[CH:3]=[CH:4][C:5]=2[O:10][C:13]=1[C:12](=[O:11])[CH3:19], predict the reactants needed to synthesize it. The reactants are: [Cl:1][C:2]1[CH:3]=[CH:4][C:5]([OH:10])=[C:6]([CH:9]=1)[C:7]#[N:8].[OH:11][C:12]1[CH:19]=CC=C[C:13]=1C#N. (9) Given the product [NH2:1][C:2]1[C:11]2[N:10]=[CH:9][C:8]([CH2:12][CH2:13][C:14]3[CH:19]=[CH:18][C:17]([O:20][CH2:40][CH2:41][CH2:42][C:43]([P:46]([O:47][CH2:48][CH3:49])([O:50][CH2:51][CH3:52])=[O:53])([F:44])[F:45])=[CH:16][C:15]=3[CH3:21])=[CH:7][C:6]=2[C:5]2[CH:22]=[CH:23][C:24]([CH2:26][CH2:27][C:28]([O:30][CH2:31][CH3:32])=[O:29])=[CH:25][C:4]=2[N:3]=1, predict the reactants needed to synthesize it. The reactants are: [NH2:1][C:2]1[C:11]2[N:10]=[CH:9][C:8]([CH2:12][CH2:13][C:14]3[CH:19]=[CH:18][C:17]([OH:20])=[CH:16][C:15]=3[CH3:21])=[CH:7][C:6]=2[C:5]2[CH:22]=[CH:23][C:24]([CH2:26][CH2:27][C:28]([O:30][CH2:31][CH3:32])=[O:29])=[CH:25][C:4]=2[N:3]=1.C(=O)([O-])[O-].[K+].[K+].Br[CH2:40][CH2:41][CH2:42][C:43]([P:46](=[O:53])([O:50][CH2:51][CH3:52])[O:47][CH2:48][CH3:49])([F:45])[F:44]. (10) Given the product [F:1][C:2]1[CH:7]=[C:6]([F:8])[CH:5]=[CH:4][C:3]=1[N:9]1[C:17](=[O:18])[C:16]2[C@@H:15]3[C:19]([CH3:21])([CH3:20])[C@@:12]([CH3:22])([CH2:13][CH2:14]3)[C:11]=2[N:10]1[CH2:28][C:27]1[CH:30]=[CH:31][CH:32]=[C:25]([C:24]([F:23])([F:33])[F:34])[CH:26]=1, predict the reactants needed to synthesize it. The reactants are: [F:1][C:2]1[CH:7]=[C:6]([F:8])[CH:5]=[CH:4][C:3]=1[N:9]1[C:17](=[O:18])[C:16]2[C@@H:15]3[C:19]([CH3:21])([CH3:20])[C@@:12]([CH3:22])([CH2:13][CH2:14]3)[C:11]=2[NH:10]1.[F:23][C:24]([F:34])([F:33])[C:25]1[CH:26]=[C:27]([CH:30]=[CH:31][CH:32]=1)[CH2:28]Br.ClCCl.